The task is: Regression. Given a target protein amino acid sequence and a drug SMILES string, predict the binding affinity score between them. We predict pIC50 (pIC50 = -log10(IC50 in M); higher means more potent). Dataset: bindingdb_ic50.. This data is from Drug-target binding data from BindingDB using IC50 measurements. The small molecule is CCSCCN(CC(=O)N[C@@H](CC(C)C)C(N)=O)C(=O)[C@H](CCC(N)=O)NC(=O)[C@H](Cc1ccc(OP(=O)(O)O)cc1)NC(C)=O. The target protein (P29353) has sequence MDLLPPKPKYNPLRNESLSSLEEGASGSTPPEELPSPSASSLGPILPPLPGDDSPTTLCSFFPRMSNLRLANPAGGRPGSKGEPGRAADDGEGIVGAAMPDSGPLPLLQDMNKLSGGGGRRTRVEGGQLGGEEWTRHGSFVNKPTRGWLHPNDKVMGPGVSYLVRYMGCVEVLQSMRALDFNTRTQVTREAISLVCEAVPGAKGATRRRKPCSRPLSSILGRSNLKFAGMPITLTVSTSSLNLMAADCKQIIANHHMQSISFASGGDPDTAEYVAYVAKDPVNQRACHILECPEGLAQDVISTIGQAFELRFKQYLRNPPKLVTPHDRMAGFDGSAWDEEEEEPPDHQYYNDFPGKEPPLGGVVDMRLREGAAPGAARPTAPNAQTPSHLGATLPVGQPVGGDPEVRKQMPPPPPCPGRELFDDPSYVNVQNLDKARQAVGGAGPPNPAINGSAPRDLFDMKPFEDALRVPPPPQSVSMAEQLRGEPWFHGKLSRREAEA.... The pIC50 is 4.5.